This data is from Forward reaction prediction with 1.9M reactions from USPTO patents (1976-2016). The task is: Predict the product of the given reaction. (1) Given the reactants [Cl:1][C:2]1[CH:9]=[CH:8][C:5]([CH2:6]Br)=[CH:4][CH:3]=1.C(OCC)C.[Mg].[CH3:16][C:17]([CH3:21])([CH3:20])[C:18]#[N:19], predict the reaction product. The product is: [ClH:1].[Cl:1][C:2]1[CH:9]=[CH:8][C:5]([CH2:6][C:18](=[NH:19])[C:17]([CH3:21])([CH3:20])[CH3:16])=[CH:4][CH:3]=1. (2) Given the reactants [CH3:1][O:2][C:3]1[CH:23]=[CH:22][C:6]([CH2:7][NH:8][S:9]([C:12]2[CH:21]=[CH:20][C:15]([C:16]([O:18]C)=[O:17])=[CH:14][CH:13]=2)(=[O:11])=[O:10])=[CH:5][CH:4]=1.Br[CH2:25][C:26]1[CH:31]=[C:30]([F:32])[CH:29]=[CH:28][C:27]=1[F:33], predict the reaction product. The product is: [F:33][C:27]1[CH:28]=[CH:29][C:30]([F:32])=[CH:31][C:26]=1[CH2:25][N:8]([CH2:7][C:6]1[CH:22]=[CH:23][C:3]([O:2][CH3:1])=[CH:4][CH:5]=1)[S:9]([C:12]1[CH:13]=[CH:14][C:15]([C:16]([OH:18])=[O:17])=[CH:20][CH:21]=1)(=[O:10])=[O:11]. (3) Given the reactants [NH2:1][C:2]1[C:3]2[N:4]([C:8]([C@@H:26]3[CH2:30][CH2:29][CH2:28][NH:27]3)=[N:9][C:10]=2[C:11]2[CH:25]=[CH:24][C:14]([C:15]([NH:17][C:18]3[CH:23]=[CH:22][CH:21]=[CH:20][N:19]=3)=[O:16])=[CH:13][CH:12]=2)[CH:5]=[CH:6][N:7]=1.[C:31]([S:34][CH2:35][C:36](ON1C(=O)CCC1=O)=[O:37])(=[O:33])[CH3:32], predict the reaction product. The product is: [C:31](=[O:33])([S:34][CH2:35][C:36]([N:27]1[CH2:28][CH2:29][CH2:30][C@H:26]1[C:8]1[N:4]2[CH:5]=[CH:6][N:7]=[C:2]([NH2:1])[C:3]2=[C:10]([C:11]2[CH:25]=[CH:24][C:14]([C:15](=[O:16])[NH:17][C:18]3[CH:23]=[CH:22][CH:21]=[CH:20][N:19]=3)=[CH:13][CH:12]=2)[N:9]=1)=[O:37])[CH3:32]. (4) Given the reactants Cl.[CH3:2][O:3][C:4]1[CH:5]=[CH:6][C:7]([C:10](=[NH:12])[NH2:11])=[N:8][CH:9]=1.C[O-].[Na+].[F:16][CH:17]([C:22](OC)=[O:23])[C:18](OC)=[O:19].Cl, predict the reaction product. The product is: [F:16][C:17]1[C:18](=[O:19])[NH:12][C:10]([C:7]2[CH:6]=[CH:5][C:4]([O:3][CH3:2])=[CH:9][N:8]=2)=[N:11][C:22]=1[OH:23]. (5) Given the reactants [O:1]1[CH2:6][CH2:5][CH:4]([NH2:7])[CH2:3][CH2:2]1.C(N(C(C)C)CC)(C)C.[CH3:17][C:18]([O:21][C:22]([N:24]([C:42]([O:44][C:45]([CH3:48])([CH3:47])[CH3:46])=[O:43])[N:25]([C:33]1[C:38]([F:39])=[C:37](Cl)[N:36]=[C:35]([Cl:41])[N:34]=1)[C:26]([O:28][C:29]([CH3:32])([CH3:31])[CH3:30])=[O:27])=[O:23])([CH3:20])[CH3:19], predict the reaction product. The product is: [CH3:20][C:18]([O:21][C:22]([N:24]([C:42]([O:44][C:45]([CH3:48])([CH3:47])[CH3:46])=[O:43])[N:25]([C:33]1[C:38]([F:39])=[C:37]([NH:7][CH:4]2[CH2:5][CH2:6][O:1][CH2:2][CH2:3]2)[N:36]=[C:35]([Cl:41])[N:34]=1)[C:26]([O:28][C:29]([CH3:30])([CH3:31])[CH3:32])=[O:27])=[O:23])([CH3:17])[CH3:19]. (6) Given the reactants Cl[C:2]1[C:7]([C@@H:8]2[CH2:10][C@H:9]2[NH:11][C:12](=[O:18])[O:13][C:14]([CH3:17])([CH3:16])[CH3:15])=[CH:6][CH:5]=[C:4]([C:19]2[CH:24]=[CH:23][CH:22]=[C:21]([C:25]([F:28])([F:27])[F:26])[CH:20]=2)[N:3]=1.[Cl:29][C:30]1[CH:35]=[CH:34][C:33](B(O)O)=[CH:32][CH:31]=1.C([O-])([O-])=O.[K+].[K+], predict the reaction product. The product is: [Cl:29][C:30]1[CH:35]=[CH:34][C:33]([C:2]2[C:7]([C@@H:8]3[CH2:10][C@H:9]3[NH:11][C:12](=[O:18])[O:13][C:14]([CH3:17])([CH3:15])[CH3:16])=[CH:6][CH:5]=[C:4]([C:19]3[CH:24]=[CH:23][CH:22]=[C:21]([C:25]([F:28])([F:27])[F:26])[CH:20]=3)[N:3]=2)=[CH:32][CH:31]=1. (7) The product is: [F:60][C:61]1([F:65])[CH2:64][N:63]([C:10]([C:9]2[C:3]3[CH:2]([CH3:1])[O:6][CH2:5][C:4]=3[S:7][C:8]=2[NH:13][C:14]([C:16]23[CH2:25][CH:20]4[CH2:21][CH:22]([CH2:24][CH:18]([CH2:19]4)[O:17]2)[CH2:23]3)=[O:15])=[O:11])[CH2:62]1. Given the reactants [CH3:1][CH:2]1[O:6][CH2:5][C:4]2[S:7][C:8]([NH:13][C:14]([C:16]34[CH2:25][CH:20]5[CH2:21][CH:22]([CH2:24][CH:18]([CH2:19]5)[O:17]3)[CH2:23]4)=[O:15])=[C:9]([C:10](O)=[O:11])[C:3]1=2.F[P-](F)(F)(F)(F)F.N1(OC(N(C)C)=[N+](C)C)C2C=CC=CC=2N=N1.C(N(CC)C(C)C)(C)C.Cl.[F:60][C:61]1([F:65])[CH2:64][NH:63][CH2:62]1, predict the reaction product. (8) Given the reactants C(OC(=O)[NH:7][CH2:8][CH2:9][NH:10][C:11]([C:13]1[CH:14]=[N:15][N:16]2[CH:21]=[C:20]([CH2:22][C:23]3[CH:28]=[CH:27][C:26]([Br:29])=[CH:25][CH:24]=3)[CH:19]=[N:18][C:17]=12)=[O:12])(C)(C)C.C(Cl)Cl.[C:34]([OH:40])([C:36]([F:39])([F:38])[F:37])=[O:35], predict the reaction product. The product is: [F:37][C:36]([F:39])([F:38])[C:34]([O-:40])=[O:35].[Br:29][C:26]1[CH:25]=[CH:24][C:23]([CH2:22][C:20]2[CH:19]=[N:18][C:17]3[N:16]([N:15]=[CH:14][C:13]=3[C:11]([NH:10][CH2:9][CH2:8][NH3+:7])=[O:12])[CH:21]=2)=[CH:28][CH:27]=1. (9) The product is: [C:1]([O:5][C:6]([NH:8][C@H:9]([CH2:21][C:22]([N:24]1[CH2:29][CH2:28][O:27][CH2:26][CH2:25]1)=[O:23])[CH2:10][C:11]([OH:13])=[O:12])=[O:7])([CH3:4])([CH3:2])[CH3:3]. Given the reactants [C:1]([O:5][C:6]([NH:8][C@H:9]([CH2:21][C:22]([N:24]1[CH2:29][CH2:28][O:27][CH2:26][CH2:25]1)=[O:23])[CH2:10][C:11]([O:13]CC1C=CC=CC=1)=[O:12])=[O:7])([CH3:4])([CH3:3])[CH3:2], predict the reaction product. (10) Given the reactants C([O:3][C:4]([C:6]1[CH:7]=[C:8]2[C:13](=[CH:14][CH:15]=1)[C:11](=[O:12])[O:10][CH2:9]2)=O)C.Cl.[NH3:17], predict the reaction product. The product is: [C:4]([C:6]1[CH:7]=[C:8]2[C:13](=[CH:14][CH:15]=1)[C:11](=[O:12])[O:10][CH2:9]2)(=[O:3])[NH2:17].